Dataset: Forward reaction prediction with 1.9M reactions from USPTO patents (1976-2016). Task: Predict the product of the given reaction. (1) Given the reactants [OH:1][C:2]1[CH:11]=[CH:10][C:5]2[C:6](=[O:9])[CH2:7][O:8][C:4]=2[C:3]=1[CH2:12][N:13]1[CH2:18][CH2:17][N:16]([C:19]([O:21][C:22]([CH3:25])([CH3:24])[CH3:23])=[O:20])[CH2:15][CH2:14]1.[C:26]([C:28]1[N:33]=[C:32]2[NH:34][CH:35]=[C:36]([CH:37]=O)[C:31]2=[CH:30][CH:29]=1)#[CH:27], predict the reaction product. The product is: [C:26]([C:28]1[N:33]=[C:32]2[NH:34][CH:35]=[C:36](/[CH:37]=[C:7]3\[O:8][C:4]4[C:3]([CH2:12][N:13]5[CH2:14][CH2:15][N:16]([C:19]([O:21][C:22]([CH3:25])([CH3:24])[CH3:23])=[O:20])[CH2:17][CH2:18]5)=[C:2]([OH:1])[CH:11]=[CH:10][C:5]=4[C:6]\3=[O:9])[C:31]2=[CH:30][CH:29]=1)#[CH:27]. (2) Given the reactants [CH3:1][O:2][C:3]1[CH:22]=[CH:21][CH:20]=[CH:19][C:4]=1[CH2:5][NH:6][C:7]1[CH:16]=[CH:15][C:14]2[C:9](=[CH:10][CH:11]=[C:12]([CH:17]=[O:18])[CH:13]=2)[N:8]=1.[BH4-].[Na+], predict the reaction product. The product is: [CH3:1][O:2][C:3]1[CH:22]=[CH:21][CH:20]=[CH:19][C:4]=1[CH2:5][NH:6][C:7]1[CH:16]=[CH:15][C:14]2[C:9](=[CH:10][CH:11]=[C:12]([CH2:17][OH:18])[CH:13]=2)[N:8]=1. (3) Given the reactants [NH2:1][C:2]1[N:7]=[CH:6][C:5]([C:8]([OH:10])=O)=[CH:4][C:3]=1[O:11][CH:12]1[C:16]([F:18])([F:17])[CH2:15][N:14]([C:19](=[O:32])[CH2:20][C:21]2[CH:26]=[CH:25][C:24]([O:27][C:28]([F:31])([F:30])[F:29])=[CH:23][CH:22]=2)[CH2:13]1.[CH2:33]([CH2:35][NH2:36])[OH:34], predict the reaction product. The product is: [NH2:1][C:2]1[N:7]=[CH:6][C:5]([C:8]([NH:36][CH2:35][CH2:33][OH:34])=[O:10])=[CH:4][C:3]=1[O:11][C@H:12]1[C:16]([F:18])([F:17])[CH2:15][N:14]([C:19](=[O:32])[CH2:20][C:21]2[CH:26]=[CH:25][C:24]([O:27][C:28]([F:30])([F:31])[F:29])=[CH:23][CH:22]=2)[CH2:13]1. (4) Given the reactants Br[C:2]1[CH:3]=[C:4]2[C:9](=[N:10][CH:11]=1)[N:8]([CH:12]1[CH2:14][CH2:13]1)[CH:7]=[C:6]([C:15]([O:17][CH2:18][CH3:19])=[O:16])[C:5]2=[O:20].[CH2:21]([NH:23][C:24](=[O:44])[NH:25][C:26]1[N:31]=[CH:30][C:29](B(O)O)=[C:28]([C:35]2[S:36][CH:37]=[C:38]([C:40]([F:43])([F:42])[F:41])[N:39]=2)[CH:27]=1)[CH3:22].C(=O)([O-])[O-].[Na+].[Na+], predict the reaction product. The product is: [CH:12]1([N:8]2[C:9]3[C:4](=[CH:3][C:2]([C:29]4[CH:30]=[N:31][C:26]([NH:25][C:24](=[O:44])[NH:23][CH2:21][CH3:22])=[CH:27][C:28]=4[C:35]4[S:36][CH:37]=[C:38]([C:40]([F:43])([F:41])[F:42])[N:39]=4)=[CH:11][N:10]=3)[C:5](=[O:20])[C:6]([C:15]([O:17][CH2:18][CH3:19])=[O:16])=[CH:7]2)[CH2:14][CH2:13]1.